Dataset: Forward reaction prediction with 1.9M reactions from USPTO patents (1976-2016). Task: Predict the product of the given reaction. Given the reactants [C:1]([CH2:4][C:5]1[CH:10]=[CH:9][C:8]([CH:11]2[CH2:16][CH2:15][N:14]([C:17]([O:19][CH2:20][C:21]3[CH:26]=[CH:25][CH:24]=[CH:23][CH:22]=3)=[O:18])[CH2:13][CH:12]2[O:27][CH2:28][C:29]2[CH:30]=[CH:31][C:32]3[O:37][CH2:36][CH2:35][N:34]([CH2:38][CH2:39][CH2:40][O:41][CH3:42])[C:33]=3[CH:43]=2)=[CH:7][CH:6]=1)(O)=[O:2].[NH:44]1[C:53]2[C:48](=[CH:49][CH:50]=[CH:51][CH:52]=2)[CH2:47][CH2:46][CH2:45]1.C(N(CC)CC)C, predict the reaction product. The product is: [N:44]1([C:1](=[O:2])[CH2:4][C:5]2[CH:6]=[CH:7][C:8]([CH:11]3[CH2:16][CH2:15][N:14]([C:17]([O:19][CH2:20][C:21]4[CH:22]=[CH:23][CH:24]=[CH:25][CH:26]=4)=[O:18])[CH2:13][CH:12]3[O:27][CH2:28][C:29]3[CH:30]=[CH:31][C:32]4[O:37][CH2:36][CH2:35][N:34]([CH2:38][CH2:39][CH2:40][O:41][CH3:42])[C:33]=4[CH:43]=3)=[CH:9][CH:10]=2)[C:53]2[C:48](=[CH:49][CH:50]=[CH:51][CH:52]=2)[CH2:47][CH2:46][CH2:45]1.